The task is: Predict the reactants needed to synthesize the given product.. This data is from Full USPTO retrosynthesis dataset with 1.9M reactions from patents (1976-2016). (1) Given the product [NH2:9][C:7]([C@@H:2]([NH:1][CH2:11][CH2:10][CH2:16][S:13]([OH:15])(=[O:14])=[O:12])[CH2:3][CH:4]([CH3:6])[CH3:5])=[O:8], predict the reactants needed to synthesize it. The reactants are: [NH2:1][C@H:2]([C:7]([NH2:9])=[O:8])[CH2:3][CH:4]([CH3:6])[CH3:5].[CH2:10]1[CH2:16][S:13](=[O:15])(=[O:14])[O:12][CH2:11]1. (2) Given the product [F:1][C:2]1[CH:7]=[C:6]([F:8])[CH:5]=[CH:4][C:3]=1[C:9]1[CH:14]=[C:13]([N:15]2[C:19]3=[N:20][CH:21]=[C:22]([C:24]4[CH:25]=[N:26][N:27]([CH3:29])[CH:28]=4)[CH:23]=[C:18]3[N:17]=[CH:16]2)[CH:12]=[C:11]([NH2:30])[CH:10]=1, predict the reactants needed to synthesize it. The reactants are: [F:1][C:2]1[CH:7]=[C:6]([F:8])[CH:5]=[CH:4][C:3]=1[C:9]1[CH:14]=[C:13]([N:15]2[C:19]3=[N:20][CH:21]=[C:22]([C:24]4[CH:25]=[N:26][N:27]([CH3:29])[CH:28]=4)[CH:23]=[C:18]3[N:17]=[CH:16]2)[CH:12]=[C:11]([NH:30]C(=O)C)[CH:10]=1.[OH-].[Na+]. (3) Given the product [N+:6]([C:9]1[CH:14]=[CH:13][C:12]([O:15][CH2:2][CH2:3][CH2:4][OH:5])=[CH:11][CH:10]=1)([O-:8])=[O:7], predict the reactants needed to synthesize it. The reactants are: Cl[CH2:2][CH2:3][CH2:4][OH:5].[N+:6]([C:9]1[CH:14]=[CH:13][C:12]([OH:15])=[CH:11][CH:10]=1)([O-:8])=[O:7].[OH-].[K+].[OH-].[Na+]. (4) The reactants are: [Cl:1][C:2]1[CH:3]=[C:4]([CH:12]=[CH:13][C:14]=1[Cl:15])[O:5][CH:6]1[CH2:11][CH2:10][NH:9][CH2:8][CH2:7]1.O=[C:17]1[CH2:22][CH2:21][CH:20]([C:23]([O:25][CH2:26][CH3:27])=[O:24])[CH2:19][CH2:18]1.C(O[BH-](OC(=O)C)OC(=O)C)(=O)C.[Na+].C(=O)(O)[O-].[Na+]. Given the product [Cl:1][C:2]1[CH:3]=[C:4]([CH:12]=[CH:13][C:14]=1[Cl:15])[O:5][CH:6]1[CH2:11][CH2:10][N:9]([CH:17]2[CH2:22][CH2:21][CH:20]([C:23]([O:25][CH2:26][CH3:27])=[O:24])[CH2:19][CH2:18]2)[CH2:8][CH2:7]1, predict the reactants needed to synthesize it. (5) Given the product [CH:50]1([O:54][C:55]([N:57]2[CH2:62][CH2:61][N:60]([C:63](=[O:78])[C@@H:64]([NH:77][C:27]([C:18]3[CH:17]=[C:16]([O:15][CH2:14][C:13]([N:9]4[CH2:10][CH2:11][CH2:12][C@H:8]4[C:6](=[O:7])[NH:5][CH:1]4[CH2:2][CH2:3][CH2:4]4)=[O:30])[N:20]([C:21]4[CH:22]=[CH:23][CH:24]=[CH:25][CH:26]=4)[N:19]=3)=[O:28])[CH2:65][CH2:66][CH2:67][CH2:68][O:69][CH2:70][C:71]3[CH:76]=[CH:75][CH:74]=[CH:73][CH:72]=3)[CH2:59][CH2:58]2)=[O:56])[CH2:53][CH2:52][CH2:51]1, predict the reactants needed to synthesize it. The reactants are: [CH:1]1([NH:5][C:6]([C@@H:8]2[CH2:12][CH2:11][CH2:10][N:9]2[C:13](=[O:30])[CH2:14][O:15][C:16]2[N:20]([C:21]3[CH:26]=[CH:25][CH:24]=[CH:23][CH:22]=3)[N:19]=[C:18]([C:27](O)=[O:28])[CH:17]=2)=[O:7])[CH2:4][CH2:3][CH2:2]1.C1C=CC2N(O)N=NC=2C=1.CCN(C(C)C)C(C)C.[CH:50]1([O:54][C:55]([N:57]2[CH2:62][CH2:61][N:60]([C:63](=[O:78])[C@@H:64]([NH2:77])[CH2:65][CH2:66][CH2:67][CH2:68][O:69][CH2:70][C:71]3[CH:76]=[CH:75][CH:74]=[CH:73][CH:72]=3)[CH2:59][CH2:58]2)=[O:56])[CH2:53][CH2:52][CH2:51]1.